From a dataset of Catalyst prediction with 721,799 reactions and 888 catalyst types from USPTO. Predict which catalyst facilitates the given reaction. (1) Reactant: [Cl:1][C:2]1[CH:7]=[CH:6][C:5]([NH:8][C:9]([C:11]2[C:12]([CH3:21])=[N:13][C:14]([C:17]([F:20])([F:19])[F:18])=[CH:15][CH:16]=2)=[O:10])=[CH:4][C:3]=1I. Product: [Cl:1][C:2]1[CH:7]=[CH:6][C:5]([NH:8][C:9]([C:11]2[C:12]([CH3:21])=[N:13][C:14]([C:17]([F:20])([F:19])[F:18])=[CH:15][CH:16]=2)=[O:10])=[CH:4][C:3]=1[C:12]1[C:11]([CH3:9])=[CH:16][CH:15]=[CH:14][N:13]=1. The catalyst class is: 1. (2) Reactant: [Cl:1][CH2:2][CH2:3][C:4](Cl)=O.[NH2:7][C:8]1[CH:13]=[CH:12][CH:11]=[CH:10][CH:9]=1.N1C=CC=C[CH:15]=1.[OH2:20]. Product: [Cl:1][CH2:2][CH2:3][CH2:4][C:15]([NH:7][C:8]1[CH:13]=[CH:12][CH:11]=[CH:10][CH:9]=1)=[O:20]. The catalyst class is: 21. (3) Reactant: [CH2:1]([C@@H:8]1[CH2:13][N:12]([CH2:14][C:15]2[CH:20]=[CH:19][CH:18]=[CH:17][CH:16]=2)[CH2:11][CH2:10][N:9]1[C:21]([C:23]1[N:24]=[CH:25][N:26]([CH2:34][CH:35]2[CH2:40][CH2:39][CH2:38][CH2:37][N:36]2C(OC(C)(C)C)=O)[C:27]=1[C:28]1[CH:33]=[CH:32][CH:31]=[CH:30][CH:29]=1)=[O:22])[C:2]1[CH:7]=[CH:6][CH:5]=[CH:4][CH:3]=1.C(O)(C(F)(F)F)=O. Product: [CH2:1]([C@@H:8]1[CH2:13][N:12]([CH2:14][C:15]2[CH:16]=[CH:17][CH:18]=[CH:19][CH:20]=2)[CH2:11][CH2:10][N:9]1[C:21]([C:23]1[N:24]=[CH:25][N:26]([CH2:34][CH:35]2[CH2:40][CH2:39][CH2:38][CH2:37][NH:36]2)[C:27]=1[C:28]1[CH:33]=[CH:32][CH:31]=[CH:30][CH:29]=1)=[O:22])[C:2]1[CH:3]=[CH:4][CH:5]=[CH:6][CH:7]=1. The catalyst class is: 4.